This data is from NCI-60 drug combinations with 297,098 pairs across 59 cell lines. The task is: Regression. Given two drug SMILES strings and cell line genomic features, predict the synergy score measuring deviation from expected non-interaction effect. (1) Drug 1: CN(CCCl)CCCl.Cl. Drug 2: CC1C(C(CC(O1)OC2CC(CC3=C2C(=C4C(=C3O)C(=O)C5=C(C4=O)C(=CC=C5)OC)O)(C(=O)CO)O)N)O.Cl. Cell line: SK-MEL-28. Synergy scores: CSS=38.1, Synergy_ZIP=-4.87, Synergy_Bliss=-8.20, Synergy_Loewe=-9.01, Synergy_HSA=-6.29. (2) Drug 1: CC1CCC2CC(C(=CC=CC=CC(CC(C(=O)C(C(C(=CC(C(=O)CC(OC(=O)C3CCCCN3C(=O)C(=O)C1(O2)O)C(C)CC4CCC(C(C4)OC)OCCO)C)C)O)OC)C)C)C)OC. Drug 2: CCN(CC)CCCC(C)NC1=C2C=C(C=CC2=NC3=C1C=CC(=C3)Cl)OC. Cell line: SNB-75. Synergy scores: CSS=19.1, Synergy_ZIP=-8.80, Synergy_Bliss=-5.86, Synergy_Loewe=-0.962, Synergy_HSA=-0.276. (3) Drug 1: C1=CC(=CC=C1C#N)C(C2=CC=C(C=C2)C#N)N3C=NC=N3. Drug 2: CCC1=C2CN3C(=CC4=C(C3=O)COC(=O)C4(CC)O)C2=NC5=C1C=C(C=C5)O. Cell line: NCIH23. Synergy scores: CSS=10.7, Synergy_ZIP=3.78, Synergy_Bliss=6.99, Synergy_Loewe=-24.8, Synergy_HSA=0.577. (4) Drug 1: CC1=C(C(CCC1)(C)C)C=CC(=CC=CC(=CC(=O)O)C)C. Drug 2: C1CNP(=O)(OC1)N(CCCl)CCCl. Cell line: NCI-H460. Synergy scores: CSS=-3.03, Synergy_ZIP=1.08, Synergy_Bliss=-1.20, Synergy_Loewe=-0.912, Synergy_HSA=-3.21. (5) Drug 2: CC1=C(N=C(N=C1N)C(CC(=O)N)NCC(C(=O)N)N)C(=O)NC(C(C2=CN=CN2)OC3C(C(C(C(O3)CO)O)O)OC4C(C(C(C(O4)CO)O)OC(=O)N)O)C(=O)NC(C)C(C(C)C(=O)NC(C(C)O)C(=O)NCCC5=NC(=CS5)C6=NC(=CS6)C(=O)NCCC[S+](C)C)O. Drug 1: CC12CCC3C(C1CCC2=O)CC(=C)C4=CC(=O)C=CC34C. Synergy scores: CSS=33.7, Synergy_ZIP=-0.784, Synergy_Bliss=0.245, Synergy_Loewe=-1.78, Synergy_HSA=0.271. Cell line: SK-OV-3. (6) Drug 1: C1CC(C1)(C(=O)O)C(=O)O.[NH2-].[NH2-].[Pt+2]. Drug 2: C(CC(=O)O)C(=O)CN.Cl. Cell line: NCI-H522. Synergy scores: CSS=10.3, Synergy_ZIP=-4.54, Synergy_Bliss=1.81, Synergy_Loewe=-2.24, Synergy_HSA=0.758. (7) Drug 1: C1=NC2=C(N=C(N=C2N1C3C(C(C(O3)CO)O)O)F)N. Drug 2: C(CCl)NC(=O)N(CCCl)N=O. Cell line: UACC-257. Synergy scores: CSS=-2.73, Synergy_ZIP=-0.493, Synergy_Bliss=-3.40, Synergy_Loewe=-5.43, Synergy_HSA=-4.94.